This data is from Full USPTO retrosynthesis dataset with 1.9M reactions from patents (1976-2016). The task is: Predict the reactants needed to synthesize the given product. (1) Given the product [CH:1]1[C:10]2[C:5](=[CH:6][CH:7]=[CH:8][CH:9]=2)[CH:4]=[CH:3][C:2]=1[S:11]([CH:14]1[CH2:19][CH2:18][N:17]([C:21]2[N:22]=[CH:23][CH:24]=[CH:25][C:26]=2[C:27]#[N:28])[CH2:16][CH2:15]1)(=[O:12])=[O:13], predict the reactants needed to synthesize it. The reactants are: [CH:1]1[C:10]2[C:5](=[CH:6][CH:7]=[CH:8][CH:9]=2)[CH:4]=[CH:3][C:2]=1[S:11]([CH:14]1[CH2:19][CH2:18][NH:17][CH2:16][CH2:15]1)(=[O:13])=[O:12].Cl[C:21]1[C:26]([C:27]#[N:28])=[CH:25][CH:24]=[CH:23][N:22]=1. (2) Given the product [OH:18][C:8]1([C:5]2[S:4][C:3]([S:2][CH3:1])=[N:7][CH:6]=2)[CH2:9][CH2:10][CH:11]([N:19]2[CH2:22][CH:21]([NH:23][C:24]([CH2:26][NH:27][C:28](=[O:39])[C:29]3[CH:34]=[CH:33][CH:32]=[C:31]([C:35]([F:38])([F:36])[F:37])[CH:30]=3)=[O:25])[CH2:20]2)[CH2:16][CH2:17]1, predict the reactants needed to synthesize it. The reactants are: [CH3:1][S:2][C:3]1[S:4][C:5]([C:8]2([OH:18])[CH2:17][CH2:16][C:11]3(OCCO3)[CH2:10][CH2:9]2)=[CH:6][N:7]=1.[NH:19]1[CH2:22][CH:21]([NH:23][C:24]([CH2:26][NH:27][C:28](=[O:39])[C:29]2[CH:34]=[CH:33][CH:32]=[C:31]([C:35]([F:38])([F:37])[F:36])[CH:30]=2)=[O:25])[CH2:20]1. (3) Given the product [OH:2][C:3]1[CH:4]=[N:5][CH:6]=[C:7]([CH:10]=1)[C:8]#[N:9], predict the reactants needed to synthesize it. The reactants are: C[O:2][C:3]1[CH:4]=[N:5][CH:6]=[C:7]([CH:10]=1)[C:8]#[N:9].Cl.N1C=CC=CC=1.O.C(=O)(O)[O-].[Na+]. (4) Given the product [Cl:31][C:28]1[CH:27]=[CH:26][C:25]([CH:8]([C:5]2[CH:6]=[CH:7][C:2]([Cl:1])=[CH:3][CH:4]=2)[N:9]2[CH2:12][CH:11]([CH:13]([C:17]3[CH:18]=[C:19]([F:24])[CH:20]=[C:21]([F:23])[CH:22]=3)[C:14]([CH3:32])([OH:15])[CH3:16])[CH2:10]2)=[CH:30][CH:29]=1, predict the reactants needed to synthesize it. The reactants are: [Cl:1][C:2]1[CH:7]=[CH:6][C:5]([CH:8]([C:25]2[CH:30]=[CH:29][C:28]([Cl:31])=[CH:27][CH:26]=2)[N:9]2[CH2:12][CH:11]([CH:13]([C:17]3[CH:22]=[C:21]([F:23])[CH:20]=[C:19]([F:24])[CH:18]=3)[C:14]([CH3:16])=[O:15])[CH2:10]2)=[CH:4][CH:3]=1.[CH3:32][Mg]Cl.O.O.O.O.O.O.O.O.O.O.S([O-])([O-])(=O)=O.[Na+].[Na+]. (5) Given the product [CH3:1][O:2][C:3](=[O:13])[C:4]1[CH:9]=[CH:8][C:7]([O:10][CH3:11])=[C:6]([NH:12][C:23](=[O:24])[CH2:22][C:16]2[CH:17]=[CH:18][C:19]([Cl:21])=[CH:20][C:15]=2[Cl:14])[CH:5]=1, predict the reactants needed to synthesize it. The reactants are: [CH3:1][O:2][C:3](=[O:13])[C:4]1[CH:9]=[CH:8][C:7]([O:10][CH3:11])=[C:6]([NH2:12])[CH:5]=1.[Cl:14][C:15]1[CH:20]=[C:19]([Cl:21])[CH:18]=[CH:17][C:16]=1[CH2:22][C:23](O)=[O:24].C1N(P(Cl)(N2C(=O)OCC2)=O)C(=O)OC1. (6) Given the product [CH3:12][O:11][C:9]([N:6]1[CH2:7][CH2:8][CH:3]([C:2]([OH:19])=[O:1])[CH2:4][CH:5]1[CH2:13][C:14]([CH3:17])([CH3:16])[CH3:15])=[O:10], predict the reactants needed to synthesize it. The reactants are: [OH:1][CH2:2][CH:3]1[CH2:8][CH2:7][N:6]([C:9]([O:11][CH3:12])=[O:10])[CH:5]([CH2:13][C:14]([CH3:17])([CH3:16])[CH3:15])[CH2:4]1.I([O-])(=O)(=O)=[O:19].[Na+]. (7) Given the product [Cl:25][C:26]1[CH:27]=[C:28]([NH:29][C:15]([C:14]2[C:10]3[CH2:9][O:8][C:5]4[CH:6]=[CH:7][C:2]([Cl:1])=[CH:3][C:4]=4[C:11]=3[N:12]([CH3:18])[N:13]=2)=[O:17])[CH:30]=[CH:31][CH:32]=1, predict the reactants needed to synthesize it. The reactants are: [Cl:1][C:2]1[CH:7]=[CH:6][C:5]2[O:8][CH2:9][C:10]3[C:14]([C:15]([OH:17])=O)=[N:13][N:12]([CH3:18])[C:11]=3[C:4]=2[CH:3]=1.C(Cl)(=O)C(Cl)=O.[Cl:25][C:26]1[CH:27]=[C:28]([CH:30]=[CH:31][CH:32]=1)[NH2:29].C(N(CC)CC)C.